Dataset: Forward reaction prediction with 1.9M reactions from USPTO patents (1976-2016). Task: Predict the product of the given reaction. (1) Given the reactants [CH:1]1[C:6](CCCC(O)=O)=[CH:5][CH:4]=[C:3]([N:13]([CH2:17][CH2:18][Cl:19])[CH2:14][CH2:15][Cl:16])[CH:2]=1.[CH3:20][C:21]1([CH3:31])[N:26]([O])[C:25]([CH3:29])([CH3:28])[CH2:24][CH:23](O)[CH2:22]1.N=[O:33].C(O)[C@@H](O)[C@H:36]1[O:41][C:39](=[O:40])[C:38](O)=[C:37]1O, predict the reaction product. The product is: [C:39]([O:41][C:6]1[CH:1]=[CH:2][C:3]([N:13]([CH2:14][CH2:15][Cl:16])[CH2:17][CH2:18][Cl:19])=[CH:4][C:5]=1[CH:23]1[CH2:22][C:21]([CH3:31])([CH3:20])[N:26]([OH:33])[C:25]([CH3:29])([CH3:28])[CH2:24]1)(=[O:40])[CH2:38][CH2:37][CH3:36]. (2) The product is: [NH:1]1[C:9]2[C:4](=[CH:5][CH:6]=[CH:7][CH:8]=2)[C:3]([C:10]2[N:11]=[N:12][N:13]([C:15]3[CH:16]=[CH:17][C:18]([C:19]([N:28]4[CH2:29][CH2:30][CH:26]([N:25]([CH3:31])[CH3:24])[CH2:27]4)=[O:20])=[CH:22][CH:23]=3)[CH:14]=2)=[N:2]1. Given the reactants [NH:1]1[C:9]2[C:4](=[CH:5][CH:6]=[CH:7][CH:8]=2)[C:3]([C:10]2[N:11]=[N:12][N:13]([C:15]3[CH:23]=[CH:22][C:18]([C:19](O)=[O:20])=[CH:17][CH:16]=3)[CH:14]=2)=[N:2]1.[CH3:24][N:25]([CH3:31])[CH:26]1[CH2:30][CH2:29][NH:28][CH2:27]1, predict the reaction product. (3) Given the reactants [O:1]1[CH2:6][CH2:5][CH2:4][O:3][CH:2]1[C:7]1[CH:8]=[C:9]2[C:14](=[CH:15][CH:16]=1)[NH:13][C:12](=O)[CH2:11][CH2:10]2.[H-].[Al+3].[Li+].[H-].[H-].[H-], predict the reaction product. The product is: [O:1]1[CH2:6][CH2:5][CH2:4][O:3][CH:2]1[C:7]1[CH:8]=[C:9]2[C:14](=[CH:15][CH:16]=1)[NH:13][CH2:12][CH2:11][CH2:10]2. (4) Given the reactants [N:1]1[CH:6]=[CH:5][CH:4]=[C:3]([C:7]([C:9]2[CH:14]=[CH:13][CH:12]=[CH:11][C:10]=2[Cl:15])=[O:8])[CH:2]=1.S(=O)(=O)(O)O.[N+:21]([O-])([OH:23])=[O:22].[OH-].[NH4+], predict the reaction product. The product is: [Cl:15][C:10]1[CH:11]=[CH:12][C:13]([N+:21]([O-:23])=[O:22])=[CH:14][C:9]=1[C:7]([C:3]1[CH:2]=[N:1][CH:6]=[CH:5][CH:4]=1)=[O:8].